From a dataset of Reaction yield outcomes from USPTO patents with 853,638 reactions. Predict the reaction yield, written as a fraction of the theoretical maximum amount of product (1.0 means a 100% yield; for example, 0.34 means a 34% yield). The reactants are CO[C:3]1[CH:8]=[CH:7][C:6]([O:9]C)=[CH:5][C:4]=1[NH:11][C:12]([C:14]1[C:23]2[C:18](=[CH:19][C:20]([OH:24])=[CH:21][CH:22]=2)[CH:17]=[CH:16][CH:15]=1)=[O:13].Cl.N1C=CC=CC=1.Cl. No catalyst specified. The product is [OH:24][C:20]1[CH:19]=[C:18]2[C:23](=[CH:22][CH:21]=1)[C:14]([C:12]1[O:13][C:3]3[CH:8]=[CH:7][C:6]([OH:9])=[CH:5][C:4]=3[N:11]=1)=[CH:15][CH:16]=[CH:17]2. The yield is 0.850.